From a dataset of Catalyst prediction with 721,799 reactions and 888 catalyst types from USPTO. Predict which catalyst facilitates the given reaction. (1) Reactant: [OH-].[K+].[C:3](=[S:5])=S.[NH2:6][C:7]1[CH:12]=[CH:11][CH:10]=[C:9]([NH2:13])[C:8]=1[OH:14]. Product: [NH2:6][C:7]1[C:8]2[O:14][C:3](=[S:5])[NH:13][C:9]=2[CH:10]=[CH:11][CH:12]=1. The catalyst class is: 88. (2) Reactant: C([O:3][C:4]([C:6]1[N:7]=[N:8][N:9]([C:11]2[CH:16]=[CH:15][CH:14]=[CH:13][CH:12]=2)[CH:10]=1)=O)C.[BH4-].[Na+].CO. Product: [C:11]1([N:9]2[CH:10]=[C:6]([CH2:4][OH:3])[N:7]=[N:8]2)[CH:12]=[CH:13][CH:14]=[CH:15][CH:16]=1. The catalyst class is: 1.